Predict the reactants needed to synthesize the given product. From a dataset of Full USPTO retrosynthesis dataset with 1.9M reactions from patents (1976-2016). (1) Given the product [Cl:36][C:33]1[CH:34]=[CH:35][C:30]([C:19]2[N:20]([CH2:23][C@H:24]([OH:29])[C:25]([F:27])([F:26])[F:28])[C:21](=[O:22])[N:17]([CH2:16][C:15]([NH:40][CH:41]([C:48]3[CH:53]=[CH:52][CH:51]=[CH:50][CH:49]=3)[CH:42]([OH:47])[C:43]([F:44])([F:45])[F:46])=[O:37])[N:18]=2)=[CH:31][CH:32]=1, predict the reactants needed to synthesize it. The reactants are: C(=O)(OCCC(N[C:15](=[O:37])[CH2:16][N:17]1[C:21](=[O:22])[N:20]([CH2:23][C@H:24]([OH:29])[C:25]([F:28])([F:27])[F:26])[C:19]([C:30]2[CH:35]=[CH:34][C:33]([Cl:36])=[CH:32][CH:31]=2)=[N:18]1)C1C=CC=CC=1F)N.Cl.[NH2:40][CH:41]([C:48]1[CH:53]=[CH:52][CH:51]=[CH:50][CH:49]=1)[CH:42]([OH:47])[C:43]([F:46])([F:45])[F:44]. (2) Given the product [CH3:1][N:2]([CH3:8])[C@@H:3]1[CH2:7][CH2:6][N:5]([C:10]2[C:15]([N+:16]([O-:18])=[O:17])=[CH:14][C:13]([NH:19][C:20]3[N:25]=[C:24]([C:26]4[CH:27]=[N:28][N:29]5[CH:34]=[CH:33][CH:32]=[CH:31][C:30]=45)[CH:23]=[CH:22][N:21]=3)=[C:12]([O:35][CH3:36])[CH:11]=2)[CH2:4]1, predict the reactants needed to synthesize it. The reactants are: [CH3:1][N:2]([CH3:8])[C@@H:3]1[CH2:7][CH2:6][NH:5][CH2:4]1.F[C:10]1[C:15]([N+:16]([O-:18])=[O:17])=[CH:14][C:13]([NH:19][C:20]2[N:25]=[C:24]([C:26]3[CH:27]=[N:28][N:29]4[CH:34]=[CH:33][CH:32]=[CH:31][C:30]=34)[CH:23]=[CH:22][N:21]=2)=[C:12]([O:35][CH3:36])[CH:11]=1.CCN(C(C)C)C(C)C. (3) The reactants are: [C:1]([O:5][C:6](=[O:27])[NH:7][C:8]1[CH:13]=[CH:12][N:11]=[CH:10][C:9]=1[Sn](CCCC)(CCCC)CCCC)([CH3:4])([CH3:3])[CH3:2].[C:28]([O:32][C:33]([N:35]1[CH2:44][CH2:43][C:42]2[C:37](=[CH:38][CH:39]=[CH:40][C:41]=2Br)[CH2:36]1)=[O:34])([CH3:31])([CH3:30])[CH3:29].C1(PC2C=CC=CC=2C2C=CC=CC=2)CCCCC1. Given the product [C:28]([O:32][C:33]([N:35]1[CH2:44][CH2:43][C:42]2[C:37](=[CH:38][CH:39]=[CH:40][C:41]=2[C:9]2[CH:10]=[N:11][CH:12]=[CH:13][C:8]=2[NH:7][C:6]([O:5][C:1]([CH3:2])([CH3:3])[CH3:4])=[O:27])[CH2:36]1)=[O:34])([CH3:31])([CH3:29])[CH3:30], predict the reactants needed to synthesize it. (4) The reactants are: [CH:1]#[C:2][C:3]1[CH:8]=[CH:7][C:6]([OH:9])=[CH:5][CH:4]=1.[C:10]([O:13][CH:14]([CH3:18])[CH2:15]OC)(=[O:12])[CH3:11]. Given the product [CH:3]1([CH2:2][CH2:1][O:12][CH:10]([O:13][C:14]2[CH:15]=[CH:8][C:3]([CH:2]=[CH2:1])=[CH:4][CH:18]=2)[CH3:11])[CH2:8][CH2:7][CH2:6][CH2:5][CH2:4]1.[OH:9][C:6]1[CH:7]=[CH:8][C:3]([CH:2]=[CH2:1])=[CH:4][CH:5]=1, predict the reactants needed to synthesize it. (5) Given the product [CH:13]([O:16][C:17]([N:19]1[CH2:20][CH2:21][CH:22]([O:25][C:6]2[CH:5]=[CH:4][N:3]=[C:2]([Cl:1])[C:7]=2[O:8][CH3:9])[CH2:23][CH2:24]1)=[O:18])([CH3:15])[CH3:14], predict the reactants needed to synthesize it. The reactants are: [Cl:1][C:2]1[C:7]([O:8][CH3:9])=[C:6]([N+]([O-])=O)[CH:5]=[CH:4][N:3]=1.[CH:13]([O:16][C:17]([N:19]1[CH2:24][CH2:23][CH:22]([OH:25])[CH2:21][CH2:20]1)=[O:18])([CH3:15])[CH3:14].[H-].[Na+]. (6) Given the product [CH:1]1([S:6]([C:7]2[CH:8]=[CH:9][C:10]([Br:13])=[CH:11][CH:12]=2)(=[O:22])=[O:25])[CH2:5][CH2:4][CH2:3][CH2:2]1, predict the reactants needed to synthesize it. The reactants are: [CH:1]1([S:6][C:7]2[CH:12]=[CH:11][C:10]([Br:13])=[CH:9][CH:8]=2)[CH2:5][CH2:4][CH2:3][CH2:2]1.ClC1C=CC=C(C(OO)=[O:22])C=1.[OH2:25]. (7) Given the product [ClH:30].[CH:2]([N:5]1[CH2:10][CH2:9][N:8]([C:11]([CH:13]2[CH2:18][CH2:17][N:16]([C:19]3[CH:24]=[CH:23][C:22]([C:25]([Cl:1])=[O:27])=[CH:21][C:20]=3[Cl:30])[CH2:15][CH2:14]2)=[O:12])[CH2:7][CH2:6]1)([CH3:4])[CH3:3], predict the reactants needed to synthesize it. The reactants are: [ClH:1].[CH:2]([N:5]1[CH2:10][CH2:9][N:8]([C:11]([CH:13]2[CH2:18][CH2:17][N:16]([C:19]3[CH:24]=[CH:23][C:22]([C:25]([OH:27])=O)=[CH:21][CH:20]=3)[CH2:15][CH2:14]2)=[O:12])[CH2:7][CH2:6]1)([CH3:4])[CH3:3].S(Cl)([Cl:30])=O. (8) Given the product [Br:1][C:2]1[C:3]([CH:11]=[O:12])=[N:4][C:5]([CH:8]2[CH2:9][CH2:10]2)=[CH:6][CH:7]=1, predict the reactants needed to synthesize it. The reactants are: [Br:1][C:2]1[C:3]([CH:11]2OCC[O:12]2)=[N:4][C:5]([CH:8]2[CH2:10][CH2:9]2)=[CH:6][CH:7]=1.Cl.C(=O)(O)[O-].[Na+]. (9) Given the product [C:13]([O:12][C:10]([N:6]1[CH2:7][CH2:8][CH2:9][C@@:5]1([CH2:17][C:18]1[CH:23]=[CH:22][C:21]([Br:24])=[CH:20][CH:19]=1)[C:4]([OH:25])=[O:3])=[O:11])([CH3:16])([CH3:14])[CH3:15], predict the reactants needed to synthesize it. The reactants are: C([O:3][C:4](=[O:25])[C@:5]1([CH2:17][C:18]2[CH:23]=[CH:22][C:21]([Br:24])=[CH:20][CH:19]=2)[CH2:9][CH2:8][CH2:7][N:6]1[C:10]([O:12][C:13]([CH3:16])([CH3:15])[CH3:14])=[O:11])C.[Li+].[OH-].C1COCC1.CO. (10) Given the product [F:19][C:20]([F:27])([F:26])[C:21]1[CH:22]=[N:23][N:24]([CH2:8][C:2]2([OH:1])[CH2:7][CH2:6][NH:5][CH2:4][CH2:3]2)[CH:25]=1, predict the reactants needed to synthesize it. The reactants are: [OH:1][C:2]1([CH2:8]N2C=C(C(OCC)=O)C=N2)[CH2:7][CH2:6][NH:5][CH2:4][CH2:3]1.[F:19][C:20]([F:27])([F:26])[C:21]1[CH:22]=[N:23][NH:24][CH:25]=1.